From a dataset of Forward reaction prediction with 1.9M reactions from USPTO patents (1976-2016). Predict the product of the given reaction. (1) Given the reactants [CH3:1][Si:2]([CH3:28])([C:24]([CH3:27])([CH3:26])[CH3:25])[O:3][C@H:4]1[CH2:21][CH2:20][C@@:19]2([CH3:22])[C:6](=[CH:7][CH2:8][C@@H:9]3[C@@H:18]2[CH2:17][CH2:16][C@@:14]2([CH3:15])[C@H:10]3[CH2:11][CH2:12][C@@H:13]2[OH:23])[CH2:5]1.[N+]([C:32]1[CH:40]=[CH:39][C:35]([C:36](O)=[O:37])=[CH:34][CH:33]=1)([O-])=O.C1(P(C2C=CC=CC=2)C2C=CC=CC=2)C=CC=CC=1.CCOC(/N=N/C(OCC)=O)=O, predict the reaction product. The product is: [CH3:28][Si:2]([CH3:1])([C:24]([CH3:27])([CH3:26])[CH3:25])[O:3][C@H:4]1[CH2:21][CH2:20][C@@:19]2([CH3:22])[C:6](=[CH:7][CH2:8][C@@H:9]3[C@@H:18]2[CH2:17][CH2:16][C@@:14]2([CH3:15])[C@H:10]3[CH2:11][CH2:12][C@H:13]2[O:23][C:36](=[O:37])[C:35]2[CH:39]=[CH:40][CH:32]=[CH:33][CH:34]=2)[CH2:5]1. (2) Given the reactants CS(O[CH:6]1[CH2:11][CH2:10][CH2:9][N:8]([C:12]([O:14][C:15]([CH3:18])([CH3:17])[CH3:16])=[O:13])[CH2:7]1)(=O)=O.[N-:19]=[N+:20]=[N-:21].[Na+], predict the reaction product. The product is: [N:19]([CH:6]1[CH2:11][CH2:10][CH2:9][N:8]([C:12]([O:14][C:15]([CH3:18])([CH3:17])[CH3:16])=[O:13])[CH2:7]1)=[N+:20]=[N-:21]. (3) Given the reactants C([NH:9][C:10]([NH:12][C:13]1[CH:18]=[C:17]([N:19]2[CH2:24][CH2:23][O:22][CH2:21][CH2:20]2)[CH:16]=[CH:15][C:14]=1[O:25][CH3:26])=[S:11])(=O)C1C=CC=CC=1.C[O-].[Na+], predict the reaction product. The product is: [CH3:26][O:25][C:14]1[CH:15]=[CH:16][C:17]([N:19]2[CH2:24][CH2:23][O:22][CH2:21][CH2:20]2)=[CH:18][C:13]=1[NH:12][C:10]([NH2:9])=[S:11]. (4) Given the reactants [OH:1][CH2:2][C@@H:3]1[NH:7][C:6](=[O:8])[CH2:5][CH2:4]1.CCN(CC)CC.[CH3:16][S:17](Cl)(=[O:19])=[O:18], predict the reaction product. The product is: [O:8]=[C:6]1[NH:7][C@@H:3]([CH2:2][O:1][S:17]([CH3:16])(=[O:19])=[O:18])[CH2:4][CH2:5]1. (5) The product is: [CH:5]1([C:8]2[N:13]=[C:12]([C:14](=[NH:15])[O:1][CH2:2][CH3:3])[CH:11]=[N:10][CH:9]=2)[CH2:7][CH2:6]1. Given the reactants [O-:1][CH2:2][CH3:3].[Na+].[CH:5]1([C:8]2[N:13]=[C:12]([C:14]#[N:15])[CH:11]=[N:10][CH:9]=2)[CH2:7][CH2:6]1, predict the reaction product. (6) Given the reactants Br[C:2]1[S:10][C:9]2[C:8](=[O:11])[NH:7][C:6]([C@@H:12]3[C@H:17]4[CH2:18][C@H:14]([CH2:15][C@@H:16]4[F:19])[N:13]3[C:20]([O:22][C:23]([CH3:26])([CH3:25])[CH3:24])=[O:21])=[N:5][C:4]=2[CH:3]=1.[CH3:27][C:28]1[C:32](B2OC(C)(C)C(C)(C)O2)=[CH:31][N:30](C(OC(C)(C)C)=O)[N:29]=1.C(=O)([O-])[O-].[Na+].[Na+].COCCOC, predict the reaction product. The product is: [F:19][C@H:16]1[CH2:15][C@H:14]2[CH2:18][C@@H:17]1[C@@H:12]([C:6]1[NH:7][C:8](=[O:11])[C:9]3[S:10][C:2]([C:32]4[CH:31]=[N:30][NH:29][C:28]=4[CH3:27])=[CH:3][C:4]=3[N:5]=1)[N:13]2[C:20]([O:22][C:23]([CH3:26])([CH3:25])[CH3:24])=[O:21]. (7) Given the reactants [Cl:1][C:2]1[C:31]([CH3:32])=[CH:30][C:5]2[N:6]([C:20]3[CH:25]=[CH:24][CH:23]=[C:22]([C:26]([F:29])([F:28])[F:27])[N:21]=3)[C:7]([N:9]3[CH2:14][CH2:13][CH:12]([C:15](OCC)=[O:16])[CH2:11][CH2:10]3)=[N:8][C:4]=2[CH:3]=1.[OH-].[Na+].Cl.[NH2:36][C@H:37]1[CH2:41][O:40][CH2:39][C@@H:38]1[OH:42].C(N(CC)C(C)C)(C)C.F[P-](F)(F)(F)(F)F.N1(OC(N(C)C)=[N+](C)C)C2N=CC=CC=2N=N1, predict the reaction product. The product is: [Cl:1][C:2]1[C:31]([CH3:32])=[CH:30][C:5]2[N:6]([C:20]3[CH:25]=[CH:24][CH:23]=[C:22]([C:26]([F:29])([F:27])[F:28])[N:21]=3)[C:7]([N:9]3[CH2:14][CH2:13][CH:12]([C:15]([NH:36][C@@H:37]4[C@@H:38]([OH:42])[CH2:39][O:40][CH2:41]4)=[O:16])[CH2:11][CH2:10]3)=[N:8][C:4]=2[CH:3]=1.